Dataset: Reaction yield outcomes from USPTO patents with 853,638 reactions. Task: Predict the reaction yield, written as a fraction of the theoretical maximum amount of product (1.0 means a 100% yield; for example, 0.34 means a 34% yield). (1) The reactants are C(Cl)(=O)C(Cl)=O.[CH3:7][O:8][C:9]1[C:14]([C:15]2[CH:20]=[CH:19][C:18]([S:21](=[O:24])(=[O:23])[NH2:22])=[CH:17][CH:16]=2)=[CH:13][C:12]([C:25]2[S:29][C:28]([C:30](O)=[O:31])=[CH:27][C:26]=2[CH3:33])=[CH:11][CH:10]=1.[CH3:34][N:35]([CH:37]=O)[CH3:36].C(N(CC)CC)C.Cl.[CH3:47][NH:48][O:49][CH3:50]. The catalyst is ClCCl. The product is [CH3:37][N:35]([CH:34]=[N:22][S:21]([C:18]1[CH:19]=[CH:20][C:15]([C:14]2[C:9]([O:8][CH3:7])=[CH:10][CH:11]=[C:12]([C:25]3[S:29][C:28]([C:30]([N:48]([O:49][CH3:50])[CH3:47])=[O:31])=[CH:27][C:26]=3[CH3:33])[CH:13]=2)=[CH:16][CH:17]=1)(=[O:24])=[O:23])[CH3:36]. The yield is 0.632. (2) The reactants are [Br:1][C:2]1[CH:3]=[CH:4][C:5]([C:9]([OH:11])=[O:10])=[N:6][C:7]=1Cl.[CH3:12][C:13]1([CH2:17][OH:18])[CH2:16][O:15][CH2:14]1.[H-].[Na+].Cl. The catalyst is CN(C=O)C.C(OCC)(=O)C. The product is [Br:1][C:2]1[CH:3]=[CH:4][C:5]([C:9]([OH:11])=[O:10])=[N:6][C:7]=1[O:18][CH2:17][C:13]1([CH3:12])[CH2:16][O:15][CH2:14]1. The yield is 0.270.